This data is from Peptide-MHC class I binding affinity with 185,985 pairs from IEDB/IMGT. The task is: Regression. Given a peptide amino acid sequence and an MHC pseudo amino acid sequence, predict their binding affinity value. This is MHC class I binding data. (1) The peptide sequence is ARYGIFLPF. The MHC is HLA-A03:01 with pseudo-sequence HLA-A03:01. The binding affinity (normalized) is 0.0847. (2) The MHC is HLA-A29:02 with pseudo-sequence HLA-A29:02. The binding affinity (normalized) is 0.0847. The peptide sequence is MHYKLDEVL. (3) The peptide sequence is LTDTIESAKT. The MHC is HLA-A02:03 with pseudo-sequence HLA-A02:03. The binding affinity (normalized) is 0.0323. (4) The peptide sequence is APRGFRAAF. The MHC is BoLA-D18.4 with pseudo-sequence BoLA-D18.4. The binding affinity (normalized) is 0.0641.